Dataset: Peptide-MHC class II binding affinity with 134,281 pairs from IEDB. Task: Regression. Given a peptide amino acid sequence and an MHC pseudo amino acid sequence, predict their binding affinity value. This is MHC class II binding data. (1) The peptide sequence is LNKMRAVWVDGKART. The MHC is DRB1_1101 with pseudo-sequence DRB1_1101. The binding affinity (normalized) is 0.364. (2) The peptide sequence is YVDRFYKTLRAEQASQEV. The MHC is DRB1_0301 with pseudo-sequence DRB1_0301. The binding affinity (normalized) is 0.584. (3) The peptide sequence is VFNYETETTSVIPAA. The MHC is HLA-DQA10101-DQB10501 with pseudo-sequence HLA-DQA10101-DQB10501. The binding affinity (normalized) is 0.186. (4) The peptide sequence is RQLIKTDISMSMPKF. The MHC is HLA-DQA10501-DQB10201 with pseudo-sequence HLA-DQA10501-DQB10201. The binding affinity (normalized) is 0.182. (5) The peptide sequence is AALPLLFFALAGQRI. The MHC is DRB1_1501 with pseudo-sequence DRB1_1501. The binding affinity (normalized) is 0.617.